From a dataset of Full USPTO retrosynthesis dataset with 1.9M reactions from patents (1976-2016). Predict the reactants needed to synthesize the given product. Given the product [CH3:26][O:25][C:17]1[CH:18]=[C:19]([N+:22]([O-:24])=[O:23])[CH:20]=[CH:21][C:16]=1[N:4]1[CH2:5][CH2:6][CH2:7][N:2]([CH3:1])[C:3]1=[O:8], predict the reactants needed to synthesize it. The reactants are: [CH3:1][N:2]1[CH2:7][CH2:6][CH2:5][NH:4][C:3]1=[O:8].CC(C)([O-])C.[K+].F[C:16]1[CH:21]=[CH:20][C:19]([N+:22]([O-:24])=[O:23])=[CH:18][C:17]=1[O:25][CH3:26].[Cl-].[Na+].